This data is from Peptide-MHC class II binding affinity with 134,281 pairs from IEDB. The task is: Regression. Given a peptide amino acid sequence and an MHC pseudo amino acid sequence, predict their binding affinity value. This is MHC class II binding data. (1) The peptide sequence is AGAEPAGKATTEEQK. The MHC is DRB1_0701 with pseudo-sequence DRB1_0701. The binding affinity (normalized) is 0. (2) The peptide sequence is AGELELQFRRVKSKYPEGTK. The binding affinity (normalized) is 0. The MHC is HLA-DQA10102-DQB10602 with pseudo-sequence HLA-DQA10102-DQB10602. (3) The peptide sequence is SKLHLISLLSLLVIW. The MHC is H-2-IAb with pseudo-sequence H-2-IAb. The binding affinity (normalized) is 0.0606. (4) The peptide sequence is SVWPIRYWATGSVLL. The MHC is DRB3_0202 with pseudo-sequence DRB3_0202. The binding affinity (normalized) is 0.325. (5) The peptide sequence is LTQPLQQVTSLFSQV. The MHC is HLA-DPA10201-DPB10101 with pseudo-sequence HLA-DPA10201-DPB10101. The binding affinity (normalized) is 0.185. (6) The peptide sequence is AAASWDALAAELASA. The MHC is DRB1_1501 with pseudo-sequence DRB1_1501. The binding affinity (normalized) is 0.0366.